From a dataset of Reaction yield outcomes from USPTO patents with 853,638 reactions. Predict the reaction yield, written as a fraction of the theoretical maximum amount of product (1.0 means a 100% yield; for example, 0.34 means a 34% yield). (1) The reactants are [CH2:1]([O:4][CH:5]1[CH2:14][CH2:13][C:8]2(OCC[O:9]2)[CH2:7][CH2:6]1)[CH2:2][CH3:3].Cl. The catalyst is O1CCCC1. The product is [CH2:1]([O:4][CH:5]1[CH2:14][CH2:13][C:8](=[O:9])[CH2:7][CH2:6]1)[CH2:2][CH3:3]. The yield is 0.980. (2) The reactants are [CH3:1][CH2:2]OCC.[CH3:6][C:7]1[CH:8]=[N:9][NH:10][CH:11]=1.[Li]CCCC.C(O[B:21]1[O:25][C:24]([CH3:27])([CH3:26])[C:23]([CH3:29])([CH3:28])[O:22]1)(C)C. The product is [CH2:1]([N:9]1[C:8]([B:21]2[O:25][C:24]([CH3:27])([CH3:26])[C:23]([CH3:29])([CH3:28])[O:22]2)=[C:7]([CH3:6])[CH:11]=[N:10]1)[CH3:2]. The catalyst is [NH4+].[Cl-]. The yield is 0.800. (3) The reactants are [OH:1][C:2]1[CH:3]=[C:4]([NH:45][S:46]([NH2:49])(=[O:48])=[O:47])[CH:5]=[C:6]([C:8]2[C:16]3[C:15]([NH:17][C@H:18]([C:20]4[N:25]([C:26]5[CH:31]=[CH:30][CH:29]=[CH:28][CH:27]=5)[C:24](=[O:32])[C:23]5=[C:33]([CH3:36])[CH:34]=[CH:35][N:22]5[N:21]=4)[CH3:19])=[N:14][CH:13]=[N:12][C:11]=3[N:10](COCC[Si](C)(C)C)[CH:9]=2)[CH:7]=1.FC(F)(F)C(O)=O.N. No catalyst specified. The product is [OH:1][C:2]1[CH:3]=[C:4]([NH:45][S:46]([NH2:49])(=[O:47])=[O:48])[CH:5]=[C:6]([C:8]2[C:16]3[C:15]([NH:17][C@H:18]([C:20]4[N:25]([C:26]5[CH:27]=[CH:28][CH:29]=[CH:30][CH:31]=5)[C:24](=[O:32])[C:23]5=[C:33]([CH3:36])[CH:34]=[CH:35][N:22]5[N:21]=4)[CH3:19])=[N:14][CH:13]=[N:12][C:11]=3[NH:10][CH:9]=2)[CH:7]=1. The yield is 0.630. (4) The reactants are [C:1]1(S)[C:10]2[C:5](=[CH:6][CH:7]=[CH:8][CH:9]=2)[CH:4]=[CH:3][CH:2]=1.C([O-])([O-])=O.[K+].[K+].[CH3:18][O:19][C:20](=[O:23])[CH2:21]Cl.O[O:25][S:26]([O-:28])=O.[K+]. The catalyst is CC(=O)C. The product is [CH3:18][O:19][C:20](=[O:23])[CH2:21][S:26]([C:9]1[C:10]2[C:5](=[CH:4][CH:3]=[CH:2][CH:1]=2)[CH:6]=[CH:7][CH:8]=1)(=[O:28])=[O:25]. The yield is 0.550.